This data is from Full USPTO retrosynthesis dataset with 1.9M reactions from patents (1976-2016). The task is: Predict the reactants needed to synthesize the given product. (1) The reactants are: [O:1]=[S:2]1(=[O:25])[C:7]2[CH:8]=[C:9]([O:12][C:13]3[CH:14]=[C:15]([CH:19]=[CH:20][CH:21]=3)[C:16](O)=[O:17])[CH:10]=[CH:11][C:6]=2[N:5]2[CH2:22][CH2:23][CH2:24][C:4]2=[N:3]1.C(Cl)(=O)C(Cl)=O.C[CH2:33][N:34](CC)[CH2:35]C.CNC.Cl. Given the product [O:1]=[S:2]1(=[O:25])[C:7]2[CH:8]=[C:9]([O:12][C:13]3[CH:14]=[C:15]([CH:19]=[CH:20][CH:21]=3)[C:16]([N:34]([CH3:35])[CH3:33])=[O:17])[CH:10]=[CH:11][C:6]=2[N:5]2[CH2:22][CH2:23][CH2:24][C:4]2=[N:3]1, predict the reactants needed to synthesize it. (2) Given the product [NH2:14][C:15]1[C:24]2[N:25]=[C:26]([CH2:33][CH2:34][CH2:35][CH3:36])[N:27]([CH2:28][CH2:29][CH2:30][CH2:31][NH:32][C:10](=[O:12])[CH2:9][N:5]3[CH:6]=[C:7]([CH3:8])[C:2]([OH:1])=[N:3][C:4]3=[O:13])[C:23]=2[C:22]2[N:21]=[CH:20][CH:19]=[CH:18][C:17]=2[N:16]=1, predict the reactants needed to synthesize it. The reactants are: [OH:1][C:2]1[C:7]([CH3:8])=[CH:6][N:5]([CH2:9][C:10]([OH:12])=O)[C:4](=[O:13])[N:3]=1.[NH2:14][C:15]1[C:24]2[N:25]=[C:26]([CH2:33][CH2:34][CH2:35][CH3:36])[N:27]([CH2:28][CH2:29][CH2:30][CH2:31][NH2:32])[C:23]=2[C:22]2[N:21]=[CH:20][CH:19]=[CH:18][C:17]=2[N:16]=1.